Dataset: hERG potassium channel inhibition data for cardiac toxicity prediction from Karim et al.. Task: Regression/Classification. Given a drug SMILES string, predict its toxicity properties. Task type varies by dataset: regression for continuous values (e.g., LD50, hERG inhibition percentage) or binary classification for toxic/non-toxic outcomes (e.g., AMES mutagenicity, cardiotoxicity, hepatotoxicity). Dataset: herg_karim. (1) The molecule is N#Cc1nc(CCCNC2(C(N)=O)CCC2)cc(-c2cccc(C(F)(F)F)c2)n1. The result is 1 (blocker). (2) The molecule is Cc1nc2ccccc2n1Cc1ccc(C(=O)N(C)C2CCN(C(C)C)C2)cc1. The result is 0 (non-blocker).